This data is from Full USPTO retrosynthesis dataset with 1.9M reactions from patents (1976-2016). The task is: Predict the reactants needed to synthesize the given product. Given the product [CH:51]1[C:63]2[CH2:62][C:61]3[C:56](=[CH:57][CH:58]=[C:59]([C:64]4[S:68][C:67]([NH:69][C:48](=[O:50])[CH2:47][N:44]5[CH2:43][CH2:42][N:41]([CH3:40])[CH2:46][CH2:45]5)=[N:66][CH:65]=4)[CH:60]=3)[C:55]=2[CH:54]=[CH:53][CH:52]=1, predict the reactants needed to synthesize it. The reactants are: C1CCC(N=C=NC2CCCCC2)CC1.CN(C(ON1N=NC2C=CC=CC1=2)=[N+](C)C)C.F[P-](F)(F)(F)(F)F.[CH3:40][N:41]1[CH2:46][CH2:45][N:44]([CH2:47][C:48]([OH:50])=O)[CH2:43][CH2:42]1.[CH:51]1[C:63]2[CH2:62][C:61]3[C:56](=[CH:57][CH:58]=[C:59]([C:64]4[S:68][C:67]([NH2:69])=[N:66][CH:65]=4)[CH:60]=3)[C:55]=2[CH:54]=[CH:53][CH:52]=1.